From a dataset of Reaction yield outcomes from USPTO patents with 853,638 reactions. Predict the reaction yield, written as a fraction of the theoretical maximum amount of product (1.0 means a 100% yield; for example, 0.34 means a 34% yield). (1) The reactants are [CH3:1][C:2]1[CH:7]=[CH:6][C:5]([S:8]([O:11][CH2:12][CH:13]2[CH2:17][C:16]3[CH:18]=[CH:19][CH:20]=[C:21](Br)[C:15]=3[O:14]2)(=[O:10])=[O:9])=[CH:4][CH:3]=1.[Cl:23][C:24]1[CH:29]=[CH:28][C:27]([Cl:30])=[CH:26][C:25]=1B(O)O. No catalyst specified. The product is [CH3:1][C:2]1[CH:7]=[CH:6][C:5]([S:8]([O:11][CH2:12][CH:13]2[CH2:17][C:16]3[CH:18]=[CH:19][CH:20]=[C:21]([C:28]4[CH:29]=[C:24]([Cl:23])[CH:25]=[CH:26][C:27]=4[Cl:30])[C:15]=3[O:14]2)(=[O:10])=[O:9])=[CH:4][CH:3]=1. The yield is 0.880. (2) The reactants are [CH3:1][O:2]/[N:3]=[C:4](/[C:28]1[CH:33]=[CH:32][CH:31]=[CH:30][CH:29]=1)\[CH2:5][O:6][C:7]1[CH:27]=[CH:26][C:10]([CH2:11][O:12][C:13]2[N:18]=[CH:17][C:16]([CH2:19][CH2:20][C:21]([O:23]CC)=[O:22])=[CH:15][CH:14]=2)=[CH:9][CH:8]=1.C1COCC1.[OH-].[Na+]. The catalyst is C(O)C. The product is [CH3:1][O:2]/[N:3]=[C:4](/[C:28]1[CH:29]=[CH:30][CH:31]=[CH:32][CH:33]=1)\[CH2:5][O:6][C:7]1[CH:27]=[CH:26][C:10]([CH2:11][O:12][C:13]2[N:18]=[CH:17][C:16]([CH2:19][CH2:20][C:21]([OH:23])=[O:22])=[CH:15][CH:14]=2)=[CH:9][CH:8]=1. The yield is 0.350. (3) The reactants are [Cl:1][C:2]1[CH:3]=[C:4]2[C:8](=[CH:9][CH:10]=1)[N:7](C(OC(C)(C)C)=O)[C:6]([S:18]([CH2:21][CH2:22][C:23]([N:25]1[CH2:30][CH2:29][CH:28]([C:31]3[NH:35][C:34]([CH3:36])=[N:33][C:32]=3[CH3:37])[CH2:27][CH2:26]1)=[O:24])(=[O:20])=[O:19])=[CH:5]2.C(N(CC)CC)C. The catalyst is Cl. The product is [Cl:1][C:2]1[CH:3]=[C:4]2[C:8](=[CH:9][CH:10]=1)[NH:7][C:6]([S:18]([CH2:21][CH2:22][C:23]([N:25]1[CH2:26][CH2:27][CH:28]([C:31]3[NH:35][C:34]([CH3:36])=[N:33][C:32]=3[CH3:37])[CH2:29][CH2:30]1)=[O:24])(=[O:20])=[O:19])=[CH:5]2. The yield is 0.420.